Dataset: Catalyst prediction with 721,799 reactions and 888 catalyst types from USPTO. Task: Predict which catalyst facilitates the given reaction. (1) Reactant: [CH3:1][N:2]1[CH:6]([C:7]([OH:9])=O)[CH2:5][NH:4][C:3]1=[O:10].O.ON1C2C=CC=CC=2N=N1.Cl.C(N=C=NCCCN(C)C)C.C(N1CCOCC1)C.[Cl:42][C:43]1[C:48]([F:49])=[C:47]([F:50])[CH:46]=[CH:45][C:44]=1[CH2:51][NH2:52]. Product: [Cl:42][C:43]1[C:48]([F:49])=[C:47]([F:50])[CH:46]=[CH:45][C:44]=1[CH2:51][NH:52][C:7]([CH:6]1[CH2:5][NH:4][C:3](=[O:10])[N:2]1[CH3:1])=[O:9]. The catalyst class is: 4. (2) Reactant: [Cl:1][C:2]1[CH:3]=[CH:4][C:5]([O:23][CH2:24][C:25]2[CH:30]=[CH:29][C:28]([C:31]([F:34])([F:33])[F:32])=[CH:27][CH:26]=2)=[C:6]([C:8]2(O)[C:16]3[C:11](=[CH:12][C:13]([C:17]([F:20])([F:19])[F:18])=[CH:14][CH:15]=3)[NH:10][C:9]2=[O:21])[CH:7]=1.C(N(S(F)(F)[F:41])CC)C. Product: [Cl:1][C:2]1[CH:3]=[CH:4][C:5]([O:23][CH2:24][C:25]2[CH:30]=[CH:29][C:28]([C:31]([F:34])([F:33])[F:32])=[CH:27][CH:26]=2)=[C:6]([C:8]2([F:41])[C:16]3[C:11](=[CH:12][C:13]([C:17]([F:20])([F:19])[F:18])=[CH:14][CH:15]=3)[NH:10][C:9]2=[O:21])[CH:7]=1. The catalyst class is: 2. (3) Reactant: CN(C)C=O.Br[C:7]1[CH:8]=[CH:9][C:10]([F:15])=[C:11]([CH:14]=1)[C:12]#[N:13].C([Sn](CCCC)(CCCC)[C:21]1[S:22][CH:23]=[CH:24][CH:25]=1)CCC. Product: [F:15][C:10]1[CH:9]=[CH:8][C:7]([C:21]2[S:22][CH:23]=[CH:24][CH:25]=2)=[CH:14][C:11]=1[C:12]#[N:13]. The catalyst class is: 535. (4) Reactant: [H-].[Na+].[NH2:3][C:4]1[N:9]=[CH:8][C:7]([C:10]#[N:11])=[CH:6][CH:5]=1.Cl[C:13]1[C:18]2=[CH:19][N:20]([C:22]3[C:27]([Cl:28])=[CH:26][CH:25]=[CH:24][C:23]=3[Cl:29])[N:21]=[C:17]2[CH:16]=[CH:15][N:14]=1. Product: [Cl:29][C:23]1[CH:24]=[CH:25][CH:26]=[C:27]([Cl:28])[C:22]=1[N:20]1[CH:19]=[C:18]2[C:13]([NH:3][C:4]3[CH:5]=[CH:6][C:7]([C:10]#[N:11])=[CH:8][N:9]=3)=[N:14][CH:15]=[CH:16][C:17]2=[N:21]1. The catalyst class is: 3.